Dataset: Forward reaction prediction with 1.9M reactions from USPTO patents (1976-2016). Task: Predict the product of the given reaction. (1) Given the reactants [CH2:1]([C:3]([C:8]1[S:12][C:11]([C:13]([OH:15])=[O:14])=[CH:10][CH:9]=1)([CH2:6][OH:7])[CH2:4][CH3:5])[CH3:2].[C:16]([O-])([O-])=O.[K+].[K+].IC.O, predict the reaction product. The product is: [CH3:16][O:14][C:13]([C:11]1[S:12][C:8]([C:3]([CH2:4][CH3:5])([CH2:6][OH:7])[CH2:1][CH3:2])=[CH:9][CH:10]=1)=[O:15]. (2) Given the reactants C(OC(=O)[NH:10][C@H:11]([CH2:16][O:17][Si:18]([C:31]([CH3:34])([CH3:33])[CH3:32])([C:25]1[CH:30]=[CH:29][CH:28]=[CH:27][CH:26]=1)[C:19]1[CH:24]=[CH:23][CH:22]=[CH:21][CH:20]=1)[CH2:12][CH:13]([CH3:15])[CH3:14])C1C=CC=CC=1, predict the reaction product. The product is: [Si:18]([O:17][CH2:16][C@@H:11]([NH2:10])[CH2:12][CH:13]([CH3:14])[CH3:15])([C:31]([CH3:33])([CH3:34])[CH3:32])([C:25]1[CH:26]=[CH:27][CH:28]=[CH:29][CH:30]=1)[C:19]1[CH:20]=[CH:21][CH:22]=[CH:23][CH:24]=1. (3) Given the reactants [CH3:1][C:2]1[C:3]([C:8]([O:10][CH3:11])=[O:9])=[N:4][CH:5]=[CH:6][N:7]=1.C(N)(N)=[O:13].OO.FC(F)(F)C(OC(=O)C(F)(F)F)=O.COC(C1C(C)=[N+]([O-])C=CN=1)=O, predict the reaction product. The product is: [CH3:11][O:10][C:8]([C:3]1[C:2]([CH3:1])=[N:7][CH:6]=[CH:5][N+:4]=1[O-:13])=[O:9]. (4) Given the reactants [NH2:1][C@H:2]([C:5]([OH:7])=[O:6])[CH2:3][SH:4].[F:8][C:9]1[CH:16]=[CH:15][C:12]([CH2:13]Br)=[CH:11][CH:10]=1, predict the reaction product. The product is: [NH2:1][C@@H:2]([CH2:3][S:4][CH2:13][C:12]1[CH:15]=[CH:16][C:9]([F:8])=[CH:10][CH:11]=1)[C:5]([OH:7])=[O:6]. (5) The product is: [NH2:8][C:9]1[N:10]=[CH:11][C:12]([C:15]2[N:23]=[C:22]3[C:18]([N:19]=[CH:20][N:21]3[CH2:24][CH2:25][C:26]([N:42]3[CH2:43][CH2:44][N:39]([S:36]([CH3:35])(=[O:38])=[O:37])[CH2:40][CH2:41]3)=[O:27])=[C:17]([N:29]3[CH2:30][CH2:31][O:32][CH2:33][CH2:34]3)[N:16]=2)=[CH:13][N:14]=1. Given the reactants C(OC([NH:8][C:9]1[N:14]=[CH:13][C:12]([C:15]2[N:23]=[C:22]3[C:18]([N:19]=[CH:20][N:21]3[CH2:24][CH2:25][C:26](O)=[O:27])=[C:17]([N:29]3[CH2:34][CH2:33][O:32][CH2:31][CH2:30]3)[N:16]=2)=[CH:11][N:10]=1)=O)(C)(C)C.[CH3:35][S:36]([N:39]1[CH2:44][CH2:43][NH:42][CH2:41][CH2:40]1)(=[O:38])=[O:37], predict the reaction product. (6) Given the reactants Br[C:2]1[CH:3]=[C:4]([CH:8]([OH:21])[CH:9]([C:13]2[CH:18]=[CH:17][C:16]([Cl:19])=[C:15]([Cl:20])[CH:14]=2)[CH2:10][NH:11][CH3:12])[CH:5]=[CH:6][CH:7]=1.[CH2:22](B(CC)CC)[CH3:23].C([O-])([O-])=O.[K+].[K+], predict the reaction product. The product is: [Cl:20][C:15]1[CH:14]=[C:13]([C@@H:9]([CH2:10][NH:11][CH3:12])[C@@H:8]([C:4]2[CH:5]=[CH:6][CH:7]=[C:2]([CH2:22][CH3:23])[CH:3]=2)[OH:21])[CH:18]=[CH:17][C:16]=1[Cl:19]. (7) Given the reactants [CH3:1][O:2][C:3]([C:5]1[CH:10]=[CH:9][C:8]([OH:11])=[CH:7][N:6]=1)=[O:4].[CH3:12][O:13][CH2:14][CH2:15]O.C1(P(C2C=CC=CC=2)C2C=CC=CC=2)C=CC=CC=1.CC(OC(/N=N/C(OC(C)C)=O)=O)C, predict the reaction product. The product is: [CH3:1][O:2][C:3]([C:5]1[CH:10]=[CH:9][C:8]([O:11][CH2:15][CH2:14][O:13][CH3:12])=[CH:7][N:6]=1)=[O:4]. (8) Given the reactants [Br:1][C:2]1[CH:3]=[CH:4][C:5]([F:20])=[C:6]([CH:19]=1)[C:7]([NH:9][C:10]1[C:11]([C:16]([NH2:18])=[O:17])=[N:12][CH:13]=[CH:14][N:15]=1)=O.[OH-].[K+].CC(O)=O, predict the reaction product. The product is: [Br:1][C:2]1[CH:3]=[CH:4][C:5]([F:20])=[C:6]([C:7]2[NH:18][C:16](=[O:17])[C:11]3[C:10](=[N:15][CH:14]=[CH:13][N:12]=3)[N:9]=2)[CH:19]=1.